Dataset: Reaction yield outcomes from USPTO patents with 853,638 reactions. Task: Predict the reaction yield, written as a fraction of the theoretical maximum amount of product (1.0 means a 100% yield; for example, 0.34 means a 34% yield). The reactants are [CH3:1][C:2]1[N:7]=[C:6]([S:8][CH2:9][C:10]2[CH:19]=[N:18][C:17]3[C:12](=[CH:13][CH:14]=[CH:15][CH:16]=3)[N:11]=2)[N:5]=[C:4]([OH:20])[CH:3]=1.[ClH:21].O1CCOCC1. The catalyst is CO. The product is [ClH:21].[ClH:21].[CH3:1][C:2]1[N:7]=[C:6]([S:8][CH2:9][C:10]2[CH:19]=[N:18][C:17]3[C:12](=[CH:13][CH:14]=[CH:15][CH:16]=3)[N:11]=2)[N:5]=[C:4]([OH:20])[CH:3]=1. The yield is 0.920.